From a dataset of hERG Central: cardiac toxicity at 1µM, 10µM, and general inhibition. Predict hERG channel inhibition at various concentrations. (1) The compound is CCO[C@@H]1OC(C(=O)NCc2nc3ccccc3[nH]2)=C[C@H](c2cn(C(C)=O)c3ccccc23)[C@H]1CCCO. Results: hERG_inhib (hERG inhibition (general)): blocker. (2) The compound is CCCCCCCCCOCn1c[n+](Cc2ccccc2)c2ccccc21.[Cl-]. Results: hERG_inhib (hERG inhibition (general)): blocker. (3) The compound is CCn1c(CNC(=O)c2cccs2)nnc1SCC(=O)Nc1ccc(Cl)cc1. Results: hERG_inhib (hERG inhibition (general)): blocker. (4) The molecule is COc1ccc(CN(C2CCCC2)S(=O)(=O)c2ccc(-n3cnnn3)cc2)cc1OC. Results: hERG_inhib (hERG inhibition (general)): blocker. (5) The compound is O=C(O)c1ccc2c(c1)OCCOCCOCCOCCOCCO2. Results: hERG_inhib (hERG inhibition (general)): blocker. (6) The compound is CCOc1ccc(CN2CCC(n3nccc3NC(=O)C3CC3)CC2)cc1CO. Results: hERG_inhib (hERG inhibition (general)): blocker. (7) The molecule is Cn1nc(-c2ccc(Cl)cc2)c2cc(C(=O)NCCCN3CCCC3)sc21. Results: hERG_inhib (hERG inhibition (general)): blocker. (8) The compound is CCOC(=O)C1(CCOc2ccccc2)CCN(Cc2cnc(C)s2)CC1. Results: hERG_inhib (hERG inhibition (general)): blocker. (9) The drug is OCCC1CN(Cc2cnn(-c3ccc(F)cc3)c2)CCN1Cc1ccsc1. Results: hERG_inhib (hERG inhibition (general)): blocker.